This data is from Choline transporter screen with 302,306 compounds. The task is: Binary Classification. Given a drug SMILES string, predict its activity (active/inactive) in a high-throughput screening assay against a specified biological target. (1) The molecule is Clc1sc(S(=O)(=O)Nc2c(C(=O)Nc3cc(S(=O)(=O)N4CCOCC4)c(cc3)C)cccc2)cc1. The result is 1 (active). (2) The drug is O(C(=O)c1n[nH]c2c1cccc2)CC(=O)Nc1ccc([N+]([O-])=O)cc1. The result is 0 (inactive). (3) The drug is O(CCCNc1nc(nc2c1cccc2)c1ccncc1)C. The result is 0 (inactive). (4) The drug is S=c1n(c(n[nH]1)c1c(n(nc1)c1ccccc1)N)CC=C. The result is 0 (inactive). (5) The result is 0 (inactive). The compound is S1C2(NCC1)C1CC3C4(SCCN4)C(CC2C3)C1.